From a dataset of Forward reaction prediction with 1.9M reactions from USPTO patents (1976-2016). Predict the product of the given reaction. Given the reactants [H-].[Al+3].[Li+].[H-].[H-].[H-].[NH:7]1[C:15]2[C:10](=[CH:11][CH:12]=[CH:13][CH:14]=2)[C:9]([CH2:16][CH2:17][C:18](O)=[O:19])=[CH:8]1.O.O.OS(O)(=O)=O, predict the reaction product. The product is: [NH:7]1[C:15]2[C:10](=[CH:11][CH:12]=[CH:13][CH:14]=2)[C:9]([CH2:16][CH2:17][CH2:18][OH:19])=[CH:8]1.